From a dataset of Experimentally validated miRNA-target interactions with 360,000+ pairs, plus equal number of negative samples. Binary Classification. Given a miRNA mature sequence and a target amino acid sequence, predict their likelihood of interaction. (1) The miRNA is hsa-miR-195-3p with sequence CCAAUAUUGGCUGUGCUGCUCC. The protein sequence of the target gene is MAVRSLWAGRLRVQRLLAWSAAWESKGWPLPFSTATQRTAGEDCRSEDPPDELGPPLAERALRVKAVKLEKEVQDLTVRYQRAIADCENIRRRTQRCVEDAKIFGIQSFCKDLVEVADILEKTTECISEESEPEDQKLTLEKVFRGLLLLEAKLKSVFAKHGLEKLTPIGDKYDPHEHELICHVPAGVGVQPGTVALVRQDGYKLHGRTIRLARVEVAVESQRRL. Result: 1 (interaction). (2) The miRNA is cel-miR-261 with sequence UAGCUUUUUAGUUUUCACG. The protein sequence of the target gene is MARATLSAAPSNPRLLRVALLLLLLVAASRRAAGAPLATELRCQCLQTLQGIHLKNIQSVKVKSPGPHCAQTEVIATLKNGQKACLNPASPMVKKIIEKMLKNGKSN. Result: 0 (no interaction). (3) The miRNA is mmu-miR-3572-3p with sequence UACACUUGUCCUUCUUUCCCCAG. The protein sequence of the target gene is MTAEQRQNLQAFRDYIKKILDPTYILSYMSSWLEDEEVQYIQAEKNNKGPMEAASLFLQYLLKLQSEGWFQAFLDALYHAGYCGLCEAIESWDFQKIEKLEEHRLLLRRLEPEFKATVDPNDILSELSECLINQECEEIRQIRDTKGRMAGAEKMAECLIRSDKENWPKVLQLALEKDNSKFSELWIVDKGFKRAESKADEDDGAEASSIQIFIQEEPECQNLSQNPGPPSEASSNNLHSPLKPRNYQLELALPAKKGKNTIICAPTGCGKTFVSLLICEHHLKKFPCGQKGKVVFFANQ.... Result: 1 (interaction). (4) The miRNA is hsa-miR-4793-3p with sequence UCUGCACUGUGAGUUGGCUGGCU. The protein sequence of the target gene is MGRRSSDTEEESRSKRKKKHRRRSSSSSSSDSRTYSRKKGGRKSRSKSRSWSRDLQPRSHSYDRRRRHRSSSSSSYGSRRKRSRSRSRGRGKSYRVQRSRSKSRTRRSRSRPRLRSHSRSSERSSHRRTRSRSRDRERRKGRDKEKREKEKDKGKDKELHNIKRGESGNIKAGLEHLPPAEQAKARLQLVLEAAAKADEALKAKERNEEEAKRRKEEDQATLVEQVKRVKEIEAIESDSFVQQTFRSSKEVKKSVEPSEVKQATSTSGPASAVADPPSTEKEIDPTSIPTAIKYQDDNSL.... Result: 1 (interaction). (5) The protein sequence of the target gene is MASKKLGADFHGTFSYLDDVPFKTGDKFKTPAKVGLPIGFSLPDCLQVVREVQYDFSLEKKTIEWAEEIKKIEEAEREAECKIAEAEAKVNSKSGPEGDSKMSFSKTHSTATMPPPINPILASLQHNSILTPTRVSSSATKQKVLSPPHIKADFNLADFECEEDPFDNLELKTIDEKEELRNILVGTTGPIMAQLLDNNLPRGGSGSVLQDEEVLASLERATLDFKPLHKPNGFITLPQLGNCEKMSLSSKVSLPPIPAVSNIKSLSFPKLDSDDSNQKTAKLASTFHSTSCLRNGTFQN.... Result: 0 (no interaction). The miRNA is hsa-miR-3622b-5p with sequence AGGCAUGGGAGGUCAGGUGA. (6) The miRNA is rno-miR-378a-5p with sequence CUCCUGACUCCAGGUCCUGUGU. The protein sequence of the target gene is MAAENEASQESALGAYSPVDYMSITSFPRLPEDEPAPAAPLRGRKDEDAFLGDPDTDPDSFLKSARLQRLPSSSSEMGSQDGSPLRETRKDPFSAAAAECSCRQDGLTVIVTACLTFATGVTVALVMQIYFGDPQIFQQGAVVTDASSCTALGMEVLSKQGSSVDAAVAAALCLGIVAPHSSGLGGGGVMLVHDIRRNESHLIDFRESAPGALREEALQRSWDTKPGLLVGVPGMVKGLHEAHQLYGRLPWSQVLAFAAAVAQDGFNVTHDLAHALAEQLPPNASDRFLDTFLPLGHPPL.... Result: 0 (no interaction).